This data is from Forward reaction prediction with 1.9M reactions from USPTO patents (1976-2016). The task is: Predict the product of the given reaction. (1) Given the reactants [NH2:1][C:2]1[CH:3]=[C:4]2[C:8](=[CH:9][CH:10]=1)[N:7]([C:11]1[CH:16]=[CH:15][C:14]([NH2:17])=[CH:13][CH:12]=1)[N:6]=[CH:5]2.[CH3:18][N:19]1[C:27]2[C:22](=[CH:23][C:24]([C:28]([OH:30])=O)=[CH:25][CH:26]=2)[CH:21]=[CH:20]1, predict the reaction product. The product is: [CH3:18][N:19]1[C:27]2[C:22](=[CH:23][C:24]([C:28]([NH:17][C:14]3[CH:15]=[CH:16][C:11]([N:7]4[C:8]5[C:4](=[CH:3][C:2]([NH:1][C:28]([C:24]6[CH:23]=[C:22]7[C:27](=[CH:26][CH:25]=6)[N:19]([CH3:18])[CH:20]=[CH:21]7)=[O:30])=[CH:10][CH:9]=5)[CH:5]=[N:6]4)=[CH:12][CH:13]=3)=[O:30])=[CH:25][CH:26]=2)[CH:21]=[CH:20]1. (2) Given the reactants [OH:1][C:2]12[CH2:9][CH2:8][C:5]([C:10]([OH:12])=[O:11])([CH2:6][CH2:7]1)[CH2:4][CH2:3]2.[CH3:13][Si](C=[N+]=[N-])(C)C, predict the reaction product. The product is: [CH3:13][O:11][C:10]([C:5]12[CH2:4][CH2:3][C:2]([OH:1])([CH2:9][CH2:8]1)[CH2:7][CH2:6]2)=[O:12]. (3) Given the reactants [O:1]1[CH2:6][CH2:5][O:4][C:3]2[CH:7]=[C:8]([OH:11])[CH:9]=[CH:10][C:2]1=2.CC1C=C(O)C=CC=1C.[F:21][C:22]([F:45])([F:44])[C:23]1[O:27][C:26]([CH2:28][N:29]2[C:37]3[CH:36]=[C:35]4[O:38][CH2:39][CH2:40][O:41][C:34]4=[CH:33][C:32]=3[C:31](=[O:42])[C:30]2=[O:43])=[CH:25][CH:24]=1.C1(C(C2C=CC=CC=2)N2C3C(=CC=CC=3)C(=O)C2=O)C=CC=CC=1, predict the reaction product. The product is: [OH:42][C:31]1([C:9]2[C:8]([OH:11])=[CH:7][C:3]3[O:4][CH2:5][CH2:6][O:1][C:2]=3[CH:10]=2)[C:32]2[CH:33]=[C:34]3[O:41][CH2:40][CH2:39][O:38][C:35]3=[CH:36][C:37]=2[N:29]([CH2:28][C:26]2[O:27][C:23]([C:22]([F:44])([F:45])[F:21])=[CH:24][CH:25]=2)[C:30]1=[O:43]. (4) The product is: [Cl:1][C:2]1[CH:7]=[CH:6][C:5]([NH:8][C:9]([C:11]2[CH:12]=[CH:13][C:14]([C:17]3[N:33]([CH3:32])[CH2:34][CH2:35][N:18]=3)=[CH:15][CH:16]=2)=[O:10])=[C:4]([C:19](=[O:28])[NH:20][C:21]2[CH:26]=[CH:25][C:24]([Cl:27])=[CH:23][N:22]=2)[CH:3]=1. Given the reactants [Cl:1][C:2]1[CH:7]=[CH:6][C:5]([NH:8][C:9]([C:11]2[CH:16]=[CH:15][C:14]([C:17]#[N:18])=[CH:13][CH:12]=2)=[O:10])=[C:4]([C:19](=[O:28])[NH:20][C:21]2[CH:26]=[CH:25][C:24]([Cl:27])=[CH:23][N:22]=2)[CH:3]=1.S.IC.[CH3:32][NH:33][CH2:34][CH2:35]N, predict the reaction product. (5) The product is: [CH3:1][C:2]1([CH3:40])[CH2:3][O:4][C:5]([CH2:14][S:15][C@H:16]2[C:19](=[O:20])[N:18]([C:21]3[CH:26]=[CH:25][CH:24]=[CH:23][CH:22]=3)[C@@H:17]2[C:27]2[CH:28]=[CH:29][C:30]([O:31][CH2:32][C:33]([OH:35])=[O:34])=[CH:38][CH:39]=2)([C:8]2[CH:9]=[CH:10][CH:11]=[CH:12][CH:13]=2)[O:6][CH2:7]1. Given the reactants [CH3:1][C:2]1([CH3:40])[CH2:7][O:6][C:5]([CH2:14][S:15][C@H:16]2[C:19](=[O:20])[N:18]([C:21]3[CH:26]=[CH:25][CH:24]=[CH:23][CH:22]=3)[C@@H:17]2[C:27]2[CH:39]=[CH:38][C:30]([O:31][CH2:32][C:33]([O:35]CC)=[O:34])=[CH:29][CH:28]=2)([C:8]2[CH:13]=[CH:12][CH:11]=[CH:10][CH:9]=2)[O:4][CH2:3]1.O.C(N(CC)CC)C, predict the reaction product. (6) Given the reactants [F:1][C:2]1([F:25])[O:6][C:5]2[CH:7]=[CH:8][C:9]([N:11]3[CH:16]=[CH:15][C:14](=[O:17])[C:13]([C:18](=O)/[CH:19]=[CH:20]/N(C)C)=[N:12]3)=[CH:10][C:4]=2[O:3]1.[F:26][C:27]1([F:38])[O:31][C:30]2[CH:32]=[CH:33][CH:34]=[C:35]([NH:36][NH2:37])[C:29]=2[O:28]1.N([O-])=O.[Na+].[Sn](Cl)Cl, predict the reaction product. The product is: [F:25][C:2]1([F:1])[O:6][C:5]2[CH:7]=[CH:8][C:9]([N:11]3[CH:16]=[CH:15][C:14](=[O:17])[C:13]([C:18]4[N:36]([C:35]5[C:29]6[O:28][C:27]([F:26])([F:38])[O:31][C:30]=6[CH:32]=[CH:33][CH:34]=5)[N:37]=[CH:20][CH:19]=4)=[N:12]3)=[CH:10][C:4]=2[O:3]1. (7) Given the reactants [CH:1]1[C:13]2[CH:12]([CH2:14][O:15][C:16](=[O:44])[NH:17][C:18]3[CH:23]=[CH:22][C:21]([S:24][C:25]4[CH:30]=[CH:29][C:28]([NH:31][C:32]([C:34]5[CH:39]=[CH:38][C:37]([Br:40])=[CH:36][N:35]=5)=[O:33])=[CH:27][C:26]=4[N+:41]([O-])=O)=[CH:20][CH:19]=3)[C:11]3[C:6](=[CH:7][CH:8]=[CH:9][CH:10]=3)[C:5]=2[CH:4]=[CH:3][CH:2]=1.C(O)(=O)C, predict the reaction product. The product is: [CH:1]1[C:13]2[CH:12]([CH2:14][O:15][C:16](=[O:44])[NH:17][C:18]3[CH:19]=[CH:20][C:21]([S:24][C:25]4[CH:30]=[CH:29][C:28]([NH:31][C:32]([C:34]5[CH:39]=[CH:38][C:37]([Br:40])=[CH:36][N:35]=5)=[O:33])=[CH:27][C:26]=4[NH2:41])=[CH:22][CH:23]=3)[C:11]3[C:6](=[CH:7][CH:8]=[CH:9][CH:10]=3)[C:5]=2[CH:4]=[CH:3][CH:2]=1.